Dataset: Retrosynthesis with 50K atom-mapped reactions and 10 reaction types from USPTO. Task: Predict the reactants needed to synthesize the given product. Given the product OC(c1ncc(-c2ccccn2)o1)C1CCc2cc(Oc3ccccc3)ccc2C1, predict the reactants needed to synthesize it. The reactants are: CC(C)(C)[Si](C)(C)OC(c1ncc(-c2ccccn2)o1)C1CCc2cc(Oc3ccccc3)ccc2C1.